This data is from Catalyst prediction with 721,799 reactions and 888 catalyst types from USPTO. The task is: Predict which catalyst facilitates the given reaction. (1) Product: [F:1][C:2]1[C:3]([NH2:17])=[N:4][C:5](=[O:14])[N:6]([C@H:8]2[CH2:11][C@@H:10]([CH2:12][OH:13])[CH2:9]2)[CH:7]=1. The catalyst class is: 23. Reactant: [F:1][C:2]1[C:3](=O)[NH:4][C:5](=[O:14])[N:6]([C@H:8]2[CH2:11][C@@H:10]([CH2:12][OH:13])[CH2:9]2)[CH:7]=1.C[N:17]1CCCC1.Cl[Si](C)(C)C.FC(F)(F)C(OC(=O)C(F)(F)F)=O.[N+](C1C=CC(O)=CC=1)([O-])=O.C(=O)(O)[O-].[Na+]. (2) Reactant: [NH:1]1[CH2:4][CH:3]([CH2:5][O:6][C:7]2[CH:16]=[C:15]3[C:10]([CH:11]([C:18]4[CH:23]=[CH:22][C:21]([S:24][CH3:25])=[CH:20][CH:19]=4)[CH2:12][N:13]([CH3:17])[CH2:14]3)=[CH:9][CH:8]=2)[CH2:2]1.Br[CH2:27][CH2:28][F:29].C([O-])([O-])=O.[K+].[K+]. Product: [F:29][CH2:28][CH2:27][N:1]1[CH2:4][CH:3]([CH2:5][O:6][C:7]2[CH:16]=[C:15]3[C:10]([CH:11]([C:18]4[CH:19]=[CH:20][C:21]([S:24][CH3:25])=[CH:22][CH:23]=4)[CH2:12][N:13]([CH3:17])[CH2:14]3)=[CH:9][CH:8]=2)[CH2:2]1. The catalyst class is: 10. (3) Reactant: Cl[C:2]1[N:6]([CH2:7][C:8]([O:10]C(C)C)=O)[C:5]2[C:14]([CH:19]([CH2:22][CH3:23])[CH2:20][CH3:21])=[CH:15][CH:16]=[C:17]([Cl:18])[C:4]=2[N:3]=1.[CH3:24][N:25]([CH3:34])[C:26]1[CH:31]=[C:30]([CH3:32])[C:29]([NH2:33])=[CH:28][N:27]=1.O.C1(C)C=CC(S(O)(=O)=O)=CC=1.C1(C)C(C)=CC=CC=1. Product: [Cl:18][C:17]1[C:4]2[N:3]=[C:2]3[N:33]([C:29]4[CH:28]=[N:27][C:26]([N:25]([CH3:24])[CH3:34])=[CH:31][C:30]=4[CH3:32])[C:8](=[O:10])[CH2:7][N:6]3[C:5]=2[C:14]([CH:19]([CH2:20][CH3:21])[CH2:22][CH3:23])=[CH:15][CH:16]=1. The catalyst class is: 6. (4) Reactant: [Cl:1][C:2]1[CH:7]=[CH:6][C:5]([CH:8]2[N:12]([C:13]3[CH:14]=[C:15]([CH3:23])[C:16]4[N:17]([C:19]([CH3:22])=[N:20][N:21]=4)[CH:18]=3)[C:11](=[O:24])[CH:10]([C:25]([CH:27]3[CH2:29][CH2:28]3)=O)[C:9]2=O)=[CH:4][CH:3]=1.[CH3:31][NH:32][NH2:33]. Product: [Cl:1][C:2]1[CH:7]=[CH:6][C:5]([CH:8]2[C:9]3[N:32]([CH3:31])[N:33]=[C:25]([CH:27]4[CH2:28][CH2:29]4)[C:10]=3[C:11](=[O:24])[N:12]2[C:13]2[CH:14]=[C:15]([CH3:23])[C:16]3[N:17]([C:19]([CH3:22])=[N:20][N:21]=3)[CH:18]=2)=[CH:4][CH:3]=1. The catalyst class is: 5.